This data is from Reaction yield outcomes from USPTO patents with 853,638 reactions. The task is: Predict the reaction yield, written as a fraction of the theoretical maximum amount of product (1.0 means a 100% yield; for example, 0.34 means a 34% yield). (1) The reactants are Br[C:2]1[C:6]2[N:7]=[C:8]([Cl:17])[N:9]=[C:10]([N:11]3[CH2:16][CH2:15][O:14][CH2:13][CH2:12]3)[C:5]=2[S:4][CH:3]=1.[N:18]1[CH:23]=[CH:22][CH:21]=[C:20](B(O)O)[CH:19]=1. No catalyst specified. The product is [Cl:17][C:8]1[N:9]=[C:10]([N:11]2[CH2:16][CH2:15][O:14][CH2:13][CH2:12]2)[C:5]2[S:4][CH:3]=[C:2]([C:20]3[CH:19]=[N:18][CH:23]=[CH:22][CH:21]=3)[C:6]=2[N:7]=1. The yield is 0.390. (2) The reactants are [Cl:1][C:2]1[CH:3]=[C:4]([CH2:9][N:10]2[C:14]([CH3:15])=[C:13]([C:16]([NH:18][C:19]3[S:20][C:21]([CH:24]=[O:25])=[CH:22][N:23]=3)=[O:17])[N:12]=[N:11]2)[CH:5]=[CH:6][C:7]=1[Cl:8].[BH4-].[Na+]. The catalyst is C(Cl)Cl.CO. The yield is 0.670. The product is [Cl:1][C:2]1[CH:3]=[C:4]([CH2:9][N:10]2[C:14]([CH3:15])=[C:13]([C:16]([NH:18][C:19]3[S:20][C:21]([CH2:24][OH:25])=[CH:22][N:23]=3)=[O:17])[N:12]=[N:11]2)[CH:5]=[CH:6][C:7]=1[Cl:8]. (3) The product is [C:11]([N:14]1[C:23]2[C:18](=[CH:19][C:20]([C:6]3[CH:5]=[N:4][N:3]([CH2:1][CH3:2])[CH:7]=3)=[CH:21][CH:22]=2)[C@H:17]([NH:25][C:26](=[O:35])[O:27][CH2:28][C:29]2[CH:34]=[CH:33][CH:32]=[CH:31][CH:30]=2)[C@@H:16]([CH3:36])[C@@H:15]1[CH:37]1[CH2:38][CH2:39]1)(=[O:13])[CH3:12]. The reactants are [CH2:1]([N:3]1[CH:7]=[C:6](B(O)O)[CH:5]=[N:4]1)[CH3:2].[C:11]([N:14]1[C:23]2[C:18](=[CH:19][C:20](Br)=[CH:21][CH:22]=2)[C@H:17]([NH:25][C:26](=[O:35])[O:27][CH2:28][C:29]2[CH:34]=[CH:33][CH:32]=[CH:31][CH:30]=2)[C@@H:16]([CH3:36])[C@@H:15]1[CH:37]1[CH2:39][CH2:38]1)(=[O:13])[CH3:12].P([O-])([O-])([O-])=O.[K+].[K+].[K+].CC(C1C=C(C(C)C)C(C2C=CC=CC=2P(C2CCCCC2)C2CCCCC2)=C(C(C)C)C=1)C. The catalyst is C(O)CCC.C1C=CC(/C=C/C(/C=C/C2C=CC=CC=2)=O)=CC=1.C1C=CC(/C=C/C(/C=C/C2C=CC=CC=2)=O)=CC=1.C1C=CC(/C=C/C(/C=C/C2C=CC=CC=2)=O)=CC=1.[Pd].[Pd]. The yield is 0.377. (4) The reactants are Br[C:2]1[CH:7]=[C:6]([CH:8]([CH3:10])[CH3:9])[C:5]([O:11][CH2:12][O:13][CH3:14])=[CH:4][C:3]=1[O:15][CH2:16][O:17][CH3:18].O1CCCC1.[Li+].CCC[CH2-].[C:29](=[O:31])=[O:30]. The catalyst is O.CCCCCC. The product is [CH:8]([C:6]1[C:5]([O:11][CH2:12][O:13][CH3:14])=[CH:4][C:3]([O:15][CH2:16][O:17][CH3:18])=[C:2]([CH:7]=1)[C:29]([OH:31])=[O:30])([CH3:10])[CH3:9]. The yield is 0.620. (5) The reactants are [Cl:1][C:2]1[CH:7]=[C:6]([C:8]2[C:9]([NH2:15])=[N:10][CH:11]=[C:12]([F:14])[CH:13]=2)[C:5](Cl)=[CH:4][N:3]=1.C(=O)([O-])[O-].[K+].[K+].N. The catalyst is CS(C)=O.[Cu](I)I. The product is [Cl:1][C:2]1[N:3]=[CH:4][C:5]2[NH:15][C:9]3[N:10]=[CH:11][C:12]([F:14])=[CH:13][C:8]=3[C:6]=2[CH:7]=1. The yield is 0.490. (6) The reactants are Cl.[NH2:2][OH:3].CCN(CC)CC.[C:11]([C:15]1[C:16]([OH:23])=[C:17]([CH:20]=[CH:21][CH:22]=1)[CH:18]=O)([CH3:14])([CH3:13])[CH3:12]. The product is [C:11]([C:15]1[C:16]([OH:23])=[C:17]([CH:20]=[CH:21][CH:22]=1)[CH:18]=[N:2][OH:3])([CH3:14])([CH3:13])[CH3:12]. The catalyst is CC#N. The yield is 0.920. (7) The catalyst is [PH2](O)=O.O. The reactants are N[C:2]1[CH:7]=[CH:6][C:5]([N:8]2[CH:12]=[C:11]([Br:13])[CH:10]=[C:9]2[C:14]([O:16][CH3:17])=[O:15])=[C:4]([Cl:18])[CH:3]=1.N([O-])=O.[Na+].C(=O)([O-])[O-].[K+].[K+]. The product is [Br:13][C:11]1[CH:10]=[C:9]([C:14]([O:16][CH3:17])=[O:15])[N:8]([C:5]2[CH:6]=[CH:7][CH:2]=[CH:3][C:4]=2[Cl:18])[CH:12]=1. The yield is 1.00. (8) The reactants are [OH-].[K+].[Br:3][CH2:4][CH2:5]Br.[C:7]([O:11][C:12]1[CH:17]=[CH:16][C:15]([OH:18])=[CH:14][CH:13]=1)([CH3:10])([CH3:9])[CH3:8].O. The catalyst is CO.C(Cl)(Cl)Cl. The product is [C:7]([O:11][C:12]1[CH:13]=[CH:14][C:15]([O:18][CH2:5][CH2:4][Br:3])=[CH:16][CH:17]=1)([CH3:10])([CH3:8])[CH3:9]. The yield is 0.280. (9) The reactants are Cl.[Br:2][C:3]1[CH:4]=[C:5]([CH2:8][O:9][CH:10]2[CH2:13][NH:12][CH2:11]2)[S:6][CH:7]=1.CCN=C=NCCCN(C)C.C1C=CC2N(O)N=NC=2C=1.C(N(C(C)C)CC)(C)C.Cl.[O:45]=[C:46]1[NH:55][C:54]2[N:53]=[CH:52][C:51](/[CH:56]=[CH:57]/[C:58](O)=[O:59])=[CH:50][C:49]=2[CH2:48][CH2:47]1. The catalyst is CN(C)C=O.O.C(OCC)(=O)C. The product is [Br:2][C:3]1[CH:4]=[C:5]([CH2:8][O:9][CH:10]2[CH2:11][N:12]([C:58](=[O:59])/[CH:57]=[CH:56]/[C:51]3[CH:50]=[C:49]4[C:54](=[N:53][CH:52]=3)[NH:55][C:46](=[O:45])[CH2:47][CH2:48]4)[CH2:13]2)[S:6][CH:7]=1. The yield is 0.620. (10) The catalyst is CC(C)=O. The yield is 0.350. The product is [C:1]([O:5][C:6]([N:8]1[CH2:13][CH2:12][CH:11]([O:14][C:15]2[CH:20]=[CH:19][C:18]([N:21]([CH2:22]/[CH:23]=[CH:24]/[C:25]3[CH:26]=[C:27]([CH:30]=[CH:31][CH:32]=3)[C:28]#[N:29])[CH:33]([CH3:34])[CH3:37])=[CH:17][CH:16]=2)[CH2:10][CH2:9]1)=[O:7])([CH3:4])([CH3:2])[CH3:3]. The reactants are [C:1]([O:5][C:6]([N:8]1[CH2:13][CH2:12][CH:11]([O:14][C:15]2[CH:20]=[CH:19][C:18]([NH:21][CH2:22]/[CH:23]=[CH:24]/[C:25]3[CH:26]=[C:27]([CH:30]=[CH:31][CH:32]=3)[C:28]#[N:29])=[CH:17][CH:16]=2)[CH2:10][CH2:9]1)=[O:7])([CH3:4])([CH3:3])[CH3:2].[C:33](O)(=O)[CH3:34].[C:37]([BH3-])#N.[Na+].O.